From a dataset of Full USPTO retrosynthesis dataset with 1.9M reactions from patents (1976-2016). Predict the reactants needed to synthesize the given product. The reactants are: [Cl:1][C:2]1[CH:7]=[CH:6][C:5]([C:8]2[N:13]=[C:12]([S:14][CH3:15])[N:11]3[C:16](=[O:19])[NH:17][N:18]=[C:10]3[C:9]=2[C:20]2[CH:25]=[CH:24][CH:23]=[CH:22][CH:21]=2)=[CH:4][CH:3]=1.Cl[CH2:27][C:28]1[CH:29]=[CH:30][C:31]([C:34]([F:37])([F:36])[F:35])=[N:32][CH:33]=1.C([O-])([O-])=O.[K+].[K+]. Given the product [Cl:1][C:2]1[CH:3]=[CH:4][C:5]([C:8]2[N:13]=[C:12]([S:14][CH3:15])[N:11]3[C:16](=[O:19])[N:17]([CH2:27][C:28]4[CH:33]=[N:32][C:31]([C:34]([F:37])([F:35])[F:36])=[CH:30][CH:29]=4)[N:18]=[C:10]3[C:9]=2[C:20]2[CH:21]=[CH:22][CH:23]=[CH:24][CH:25]=2)=[CH:6][CH:7]=1, predict the reactants needed to synthesize it.